This data is from Forward reaction prediction with 1.9M reactions from USPTO patents (1976-2016). The task is: Predict the product of the given reaction. (1) Given the reactants [CH3:1][C:2]1([CH3:12])[CH2:7][CH:6]([C:8]#N)[CH2:5][C:4]([CH3:11])([CH3:10])[O:3]1.[OH-:13].[K+].[OH2:15], predict the reaction product. The product is: [CH3:1][C:2]1([CH3:12])[CH2:7][CH:6]([C:8]([OH:15])=[O:13])[CH2:5][C:4]([CH3:11])([CH3:10])[O:3]1. (2) Given the reactants [CH:1]1([CH2:4][N:5]2[CH:10]=[C:9]([N+:11]([O-])=O)[CH:8]=[CH:7][C:6]2=[O:14])[CH2:3][CH2:2]1, predict the reaction product. The product is: [NH2:11][CH:9]1[CH2:10][N:5]([CH2:4][CH:1]2[CH2:3][CH2:2]2)[C:6](=[O:14])[CH2:7][CH2:8]1. (3) The product is: [S:7]([OH:11])([OH:10])(=[O:9])=[O:8].[OH:1][CH:2]1[CH2:6][CH2:5][N:4]([C:14]([NH2:16])=[NH:15])[CH2:3]1. Given the reactants [OH:1][CH:2]1[CH2:6][CH2:5][NH:4][CH2:3]1.[S:7]([OH:11])([OH:10])(=[O:9])=[O:8].CS[C:14](=[NH:16])[NH2:15], predict the reaction product. (4) Given the reactants [SH:1][C:2]1[NH:3][C:4]2[CH:10]=[CH:9][CH:8]=[CH:7][C:5]=2[N:6]=1.[CH3:11][O:12][C:13]1[CH:18]=[CH:17][C:16]([C:19]2[CH:24]=[CH:23][C:22]([S:25]([NH:28][CH:29]([CH2:34][CH:35]3[O:37][CH2:36]3)[C:30]([O:32]C)=[O:31])(=[O:27])=[O:26])=[CH:21][CH:20]=2)=[CH:15][CH:14]=1, predict the reaction product. The product is: [CH3:11][O:12][C:13]1[CH:14]=[CH:15][C:16]([C:19]2[CH:20]=[CH:21][C:22]([S:25]([NH:28][CH:29]([CH2:34][CH:35]([OH:37])[CH2:36][S:1][C:2]3[NH:3][C:4]4[CH:10]=[CH:9][CH:8]=[CH:7][C:5]=4[N:6]=3)[C:30]([OH:32])=[O:31])(=[O:26])=[O:27])=[CH:23][CH:24]=2)=[CH:17][CH:18]=1. (5) Given the reactants [NH2:1][C@@H:2]1[C:12]2=[C:13]3[C:8](=[CH:9][CH:10]=[C:11]2[F:14])[CH:7]=[CH:6][C:5](=[O:15])[N:4]3[CH2:3]1.[OH2:16], predict the reaction product. The product is: [C:8]([O:16][C:5](=[O:15])[NH:4][CH2:3][CH2:2][NH:1][C@@H:2]1[C:12]2=[C:13]3[C:8](=[CH:9][CH:10]=[C:11]2[F:14])[CH:7]=[CH:6][C:5](=[O:15])[N:4]3[CH2:3]1)([CH3:13])([CH3:9])[CH3:7].